Dataset: Forward reaction prediction with 1.9M reactions from USPTO patents (1976-2016). Task: Predict the product of the given reaction. (1) Given the reactants [Cl:1][C:2]1[CH:7]=[CH:6][C:5]([C:8]2([OH:46])[CH2:13][CH2:12][N:11]([CH2:14][CH2:15][CH:16]=[C:17]3[C:27]4[C:22](=[N:23][C:24]([C:28](=[O:30])[NH2:29])=[CH:25][CH:26]=4)[O:21][C:20]4[CH:31]=[CH:32][CH:33]=[C:34]([N:35]5[CH2:40][CH2:39][CH:38]([C:41]([O:43]CC)=[O:42])[CH2:37][CH2:36]5)[C:19]=4[CH2:18]3)[CH2:10][CH2:9]2)=[CH:4][CH:3]=1.[OH-].[Li+], predict the reaction product. The product is: [Cl:1][C:2]1[CH:3]=[CH:4][C:5]([C:8]2([OH:46])[CH2:13][CH2:12][N:11]([CH2:14][CH2:15][CH:16]=[C:17]3[C:27]4[C:22](=[N:23][C:24]([C:28](=[O:30])[NH2:29])=[CH:25][CH:26]=4)[O:21][C:20]4[CH:31]=[CH:32][CH:33]=[C:34]([N:35]5[CH2:40][CH2:39][CH:38]([C:41]([OH:43])=[O:42])[CH2:37][CH2:36]5)[C:19]=4[CH2:18]3)[CH2:10][CH2:9]2)=[CH:6][CH:7]=1. (2) Given the reactants C1(S([N:10]2[C:18]3[C:13](=[C:14]([C:19]4[CH:24]=[C:23]([CH:25]([CH3:27])[CH3:26])[CH:22]=[C:21]([CH:28]([CH3:30])[CH3:29])[C:20]=4[O:31][CH2:32][CH2:33][CH2:34][CH3:35])[CH:15]=[CH:16][CH:17]=3)[CH:12]=[C:11]2[C:36]([CH3:41])=[CH:37][C:38]([OH:40])=[O:39])(=O)=O)C=CC=CC=1.[OH-].[K+].Cl, predict the reaction product. The product is: [CH2:32]([O:31][C:20]1[C:21]([CH:28]([CH3:30])[CH3:29])=[CH:22][C:23]([CH:25]([CH3:26])[CH3:27])=[CH:24][C:19]=1[C:14]1[CH:15]=[CH:16][CH:17]=[C:18]2[C:13]=1[CH:12]=[C:11]([C:36]([CH3:41])=[CH:37][C:38]([OH:40])=[O:39])[NH:10]2)[CH2:33][CH2:34][CH3:35]. (3) Given the reactants C([Li])CCC.C(NC(C)C)(C)C.[Br:13][C:14]1[CH:19]=[CH:18][C:17]([F:20])=[CH:16][C:15]=1[O:21][CH3:22].CN(C)[CH:25]=[O:26], predict the reaction product. The product is: [Br:13][C:14]1[C:15]([O:21][CH3:22])=[C:16]([C:17]([F:20])=[CH:18][CH:19]=1)[CH:25]=[O:26].